This data is from Full USPTO retrosynthesis dataset with 1.9M reactions from patents (1976-2016). The task is: Predict the reactants needed to synthesize the given product. (1) Given the product [CH3:1][C:2]1([CH3:32])[N:6]([C:7]([O:9][C:10]([CH3:11])([CH3:12])[CH3:13])=[O:8])[C@@H:5]([CH2:14][CH2:15][C:16]2[CH:21]=[CH:20][C:19]([NH:22][C:23]3[N:28]=[CH:27][C:26]([S:29]([CH3:31])(=[O:33])=[O:30])=[CH:25][N:24]=3)=[CH:18][CH:17]=2)[CH2:4][O:3]1, predict the reactants needed to synthesize it. The reactants are: [CH3:1][C:2]1([CH3:32])[N:6]([C:7]([O:9][C:10]([CH3:13])([CH3:12])[CH3:11])=[O:8])[C@@H:5]([CH2:14][CH2:15][C:16]2[CH:21]=[CH:20][C:19]([NH:22][C:23]3[N:28]=[CH:27][C:26]([S:29]([CH3:31])=[O:30])=[CH:25][N:24]=3)=[CH:18][CH:17]=2)[CH2:4][O:3]1.[O-:33]S([O-])=O.[Na+].[Na+]. (2) Given the product [C:10]1([S:16]([C:2]2[CH:9]=[CH:8][C:5]([C:6]#[N:7])=[CH:4][CH:3]=2)(=[O:18])=[O:17])[CH:15]=[CH:14][CH:13]=[CH:12][CH:11]=1, predict the reactants needed to synthesize it. The reactants are: F[C:2]1[CH:9]=[CH:8][C:5]([C:6]#[N:7])=[CH:4][CH:3]=1.[C:10]1([S:16]([O-:18])=[O:17])[CH:15]=[CH:14][CH:13]=[CH:12][CH:11]=1.[Na+].